Dataset: Full USPTO retrosynthesis dataset with 1.9M reactions from patents (1976-2016). Task: Predict the reactants needed to synthesize the given product. (1) Given the product [N:1]([CH:14]1[CH2:13][CH2:12][CH2:11][CH:10]=[CH:9][CH2:16][CH2:15]1)=[N+:2]=[N-:3], predict the reactants needed to synthesize it. The reactants are: [N-:1]=[N+:2]=[N-:3].[Na+].S([CH:9]1[CH2:16][CH2:15][CH2:14][CH:13]=[CH:12][CH2:11][CH2:10]1)(C)(=O)=O. (2) Given the product [Cl:17][C:16]1[C:15]([N+:18]([O-:20])=[O:19])=[CH:14][C:10]([C:11]([O:13][CH3:21])=[O:12])=[CH:9][C:8]=1[N+:5]([O-:7])=[O:6], predict the reactants needed to synthesize it. The reactants are: O=S(Cl)Cl.[N+:5]([C:8]1[CH:9]=[C:10]([CH:14]=[C:15]([N+:18]([O-:20])=[O:19])[C:16]=1[Cl:17])[C:11]([OH:13])=[O:12])([O-:7])=[O:6].[CH3:21]O. (3) Given the product [C:1]1([C:25]2[CH:26]=[CH:27][CH:28]=[CH:29][CH:30]=2)[CH:6]=[CH:5][CH:4]=[CH:3][C:2]=1[O:7][C:8]1[CH:9]=[N:10][N:11]([CH:15]([CH2:19][CH:20]2[CH2:21][CH2:22][CH2:23][CH2:24]2)[C:16]([NH:31][C:32]2[CH:36]=[CH:35][N:34]([CH2:37][C:38]([OH:40])([CH3:41])[CH3:39])[N:33]=2)=[O:17])[C:12](=[O:14])[CH:13]=1, predict the reactants needed to synthesize it. The reactants are: [C:1]1([C:25]2[CH:30]=[CH:29][CH:28]=[CH:27][CH:26]=2)[CH:6]=[CH:5][CH:4]=[CH:3][C:2]=1[O:7][C:8]1[CH:9]=[N:10][N:11]([CH:15]([CH2:19][CH:20]2[CH2:24][CH2:23][CH2:22][CH2:21]2)[C:16](O)=[O:17])[C:12](=[O:14])[CH:13]=1.[NH2:31][C:32]1[CH:36]=[CH:35][N:34]([CH2:37][C:38]([CH3:41])([OH:40])[CH3:39])[N:33]=1. (4) Given the product [F:1][C:2]1[CH:3]=[C:4]([C:8]2([CH3:23])[CH2:12][CH2:11][CH2:10][N:9]2[C:13]2[CH:18]=[CH:17][N:16]3[N:19]=[CH:20][C:21]([NH:22][C:29]([N:31]4[CH2:32][CH:33]([OH:41])[CH2:35]4)=[O:30])=[C:15]3[N:14]=2)[CH:5]=[CH:6][CH:7]=1, predict the reactants needed to synthesize it. The reactants are: [F:1][C:2]1[CH:3]=[C:4]([C:8]2([CH3:23])[CH2:12][CH2:11][CH2:10][N:9]2[C:13]2[CH:18]=[CH:17][N:16]3[N:19]=[CH:20][C:21]([NH2:22])=[C:15]3[N:14]=2)[CH:5]=[CH:6][CH:7]=1.C1N=CN([C:29]([N:31]2[CH:35]=N[CH:33]=[CH:32]2)=[O:30])C=1.Cl.N1CC([OH:41])C1.CCN(C(C)C)C(C)C. (5) Given the product [Cl:1][C:2]1[C:3]2[N:4]([C:8]([C:14]3[CH:15]=[C:16]([OH:20])[CH:17]=[CH:18][CH:19]=3)=[C:9]([CH2:11][CH3:12])[N:10]=2)[CH:5]=[CH:6][CH:7]=1, predict the reactants needed to synthesize it. The reactants are: [Cl:1][C:2]1[C:3]2[N:4]([CH:8]=[C:9]([CH2:11][CH3:12])[N:10]=2)[CH:5]=[CH:6][CH:7]=1.I[C:14]1[CH:15]=[C:16]([OH:20])[CH:17]=[CH:18][CH:19]=1.C([O-])(=O)C.[K+]. (6) The reactants are: [NH2:1][C:2]1[C:11]2[C:6](=[CH:7][CH:8]=[CH:9][C:10]=2[O:12][C:13]2[CH:18]=[CH:17][C:16]([O:19][CH3:20])=[CH:15][CH:14]=2)[N:5]=[CH:4][N:3]=1.[CH3:21][O:22][C:23]1[CH:24]=[C:25]([N:29]=[C:30]=[O:31])[CH:26]=[CH:27][CH:28]=1. Given the product [CH3:20][O:19][C:16]1[CH:17]=[CH:18][C:13]([O:12][C:10]2[CH:9]=[CH:8][CH:7]=[C:6]3[C:11]=2[C:2]([NH:1][C:30]([NH:29][C:25]2[CH:26]=[CH:27][CH:28]=[C:23]([O:22][CH3:21])[CH:24]=2)=[O:31])=[N:3][CH:4]=[N:5]3)=[CH:14][CH:15]=1, predict the reactants needed to synthesize it. (7) The reactants are: [Cl:1][C:2]1[N:3]=[C:4](Cl)[C:5]2[CH2:10][O:9][CH:8]([C:11]3[CH:16]=[CH:15][C:14]([F:17])=[CH:13][CH:12]=3)[C:6]=2[N:7]=1.Cl.[CH2:20]([NH2:22])[CH3:21]. Given the product [Cl:1][C:2]1[N:3]=[C:4]([NH:22][CH2:20][CH3:21])[C:5]2[CH2:10][O:9][CH:8]([C:11]3[CH:16]=[CH:15][C:14]([F:17])=[CH:13][CH:12]=3)[C:6]=2[N:7]=1, predict the reactants needed to synthesize it.